Dataset: Catalyst prediction with 721,799 reactions and 888 catalyst types from USPTO. Task: Predict which catalyst facilitates the given reaction. (1) The catalyst class is: 5. Reactant: [OH-].[Na+].C([O:5][C:6](=[O:23])[CH:7]([C:13]1[CH:14]=[C:15]2[C:20](=[CH:21][CH:22]=1)[N:19]=[CH:18][N:17]=[CH:16]2)C(OCC)=O)C. Product: [N:19]1[C:20]2[C:15](=[CH:14][C:13]([CH2:7][C:6]([OH:23])=[O:5])=[CH:22][CH:21]=2)[CH:16]=[N:17][CH:18]=1. (2) Reactant: [CH3:1][N:2]([CH2:4][CH2:5][CH:6]([O:12][C:13]1[C:22]2[C:17](=[CH:18][CH:19]=[CH:20][CH:21]=2)[CH:16]=[CH:15][CH:14]=1)[C:7]1[S:8][CH:9]=[CH:10][CH:11]=1)[CH3:3].[C:23]([C@H:26]([C@@H:28]([C:30]([O-:32])=[O:31])[OH:29])[OH:27])([O-:25])=[O:24].C(OCC)C. Product: [CH3:1][N:2]([CH2:4][CH2:5][C@H:6]([O:12][C:13]1[C:22]2[C:17](=[CH:18][CH:19]=[CH:20][CH:21]=2)[CH:16]=[CH:15][CH:14]=1)[C:7]1[S:8][CH:9]=[CH:10][CH:11]=1)[CH3:3].[C:23]([C@H:26]([C@@H:28]([C:30]([O-:32])=[O:31])[OH:29])[OH:27])([O-:25])=[O:24]. The catalyst class is: 20. (3) Reactant: Br[C:2]([CH3:6])([CH3:5])[CH:3]=[O:4].[O:7]1[CH2:10][CH:9]([N:11]2[CH2:16][CH2:15][NH:14][CH2:13][CH2:12]2)[CH2:8]1.CCN(C(C)C)C(C)C. Product: [CH3:5][C:2]([N:14]1[CH2:15][CH2:16][N:11]([CH:9]2[CH2:10][O:7][CH2:8]2)[CH2:12][CH2:13]1)([CH3:6])[CH:3]=[O:4]. The catalyst class is: 2. (4) Reactant: [CH2:1]([C:4]1[S:28][C:7]2[N:8]=[C:9]([C:25]([NH2:27])=O)[N:10]=[C:11]([N:12]3[CH2:17][CH2:16][N:15]4[C:18]([C:21]([F:24])([F:23])[F:22])=[N:19][N:20]=[C:14]4[CH2:13]3)[C:6]=2[CH:5]=1)[CH2:2][CH3:3].COC1C=CC(P2(SP(C3C=CC(OC)=CC=3)(=S)S2)=[S:38])=CC=1. Product: [CH2:1]([C:4]1[S:28][C:7]2[N:8]=[C:9]([C:25](=[S:38])[NH2:27])[N:10]=[C:11]([N:12]3[CH2:17][CH2:16][N:15]4[C:18]([C:21]([F:24])([F:23])[F:22])=[N:19][N:20]=[C:14]4[CH2:13]3)[C:6]=2[CH:5]=1)[CH2:2][CH3:3]. The catalyst class is: 48.